This data is from Forward reaction prediction with 1.9M reactions from USPTO patents (1976-2016). The task is: Predict the product of the given reaction. Given the reactants [C:1]([C:3]1[CH:43]=[CH:42][C:6]2[N:7](COCC[Si](C)(C)C)[C:8]([C:10]([C:13]3[C:21]([O:22][CH:23]([F:25])[F:24])=[CH:20][C:19]([CH3:26])=[C:18]4[C:14]=3[CH:15]=[CH:16][N:17]4C(OC(C)(C)C)=O)([OH:12])[CH3:11])=[N:9][C:5]=2[CH:4]=1)#[N:2].C(C1C=CC2N=C(C(C3C(OC(F)F)=CC(C)=C4C=3C=CN4C(OC(C)(C)C)=O)(O)C)N(COCC[Si](C)(C)C)C=2C=1)#N.C(N)CN.CCCC[N+](CCCC)(CCCC)CCCC.[F-], predict the reaction product. The product is: [F:25][CH:23]([F:24])[O:22][C:21]1[C:13]([C:10]([C:8]2[NH:7][C:6]3[CH:42]=[CH:43][C:3]([C:1]#[N:2])=[CH:4][C:5]=3[N:9]=2)([OH:12])[CH3:11])=[C:14]2[C:18](=[C:19]([CH3:26])[CH:20]=1)[NH:17][CH:16]=[CH:15]2.